Dataset: Catalyst prediction with 721,799 reactions and 888 catalyst types from USPTO. Task: Predict which catalyst facilitates the given reaction. (1) Reactant: [C:1]([NH:4][C:5]1[NH:6][C:7](=O)[C:8]2[N:14]=[C:13]([Cl:15])[CH:12]=[CH:11][C:9]=2[N:10]=1)(=[O:3])[CH3:2].CCN(C(C)C)C(C)C.O=P(Cl)(Cl)[Cl:28]. Product: [Cl:28][C:7]1[C:8]2[N:14]=[C:13]([Cl:15])[CH:12]=[CH:11][C:9]=2[N:10]=[C:5]([NH:4][C:1](=[O:3])[CH3:2])[N:6]=1. The catalyst class is: 12. (2) Reactant: [OH:1][C:2]1[CH:3]=[C:4]([CH:9]=[CH:10][C:11]=1[I:12])[C:5]([O:7][CH3:8])=[O:6].[CH2:13](Br)[CH:14]=[CH2:15].[H-].[Na+]. Product: [CH2:15]([O:1][C:2]1[CH:3]=[C:4]([CH:9]=[CH:10][C:11]=1[I:12])[C:5]([O:7][CH3:8])=[O:6])[CH:14]=[CH2:13]. The catalyst class is: 18. (3) Reactant: [Cl:1][C:2]1[CH:7]=[CH:6][C:5]([C:8]([C:11]2[N:15]([C:16]3[CH:21]=[CH:20][C:19]([F:22])=[CH:18][CH:17]=3)[C:14]([S:23][CH2:24][CH:25]3[CH2:30][CH2:29][NH:28][CH2:27][CH2:26]3)=[N:13][CH:12]=2)([CH3:10])[CH3:9])=[CH:4][C:3]=1[O:31][CH3:32].C(N(CC)CC)C.[S:40](Cl)([CH3:43])(=[O:42])=[O:41]. Product: [Cl:1][C:2]1[CH:7]=[CH:6][C:5]([C:8]([C:11]2[N:15]([C:16]3[CH:17]=[CH:18][C:19]([F:22])=[CH:20][CH:21]=3)[C:14]([S:23][CH2:24][CH:25]3[CH2:30][CH2:29][N:28]([S:40]([CH3:43])(=[O:42])=[O:41])[CH2:27][CH2:26]3)=[N:13][CH:12]=2)([CH3:10])[CH3:9])=[CH:4][C:3]=1[O:31][CH3:32]. The catalyst class is: 2. (4) Reactant: [CH3:1][C:2]1[CH:7]=[CH:6][N:5]=[CH:4][C:3]=1[N:8]1[CH2:12][CH2:11][NH:10][C:9]1=[O:13].[CH3:14][O:15][C:16](=[O:25])[C:17]1[CH:22]=[CH:21][C:20](Br)=[CH:19][C:18]=1[F:24].N[C@@H]1CCCC[C@H]1N.P([O-])([O-])([O-])=O.[K+].[K+].[K+]. Product: [CH3:14][O:15][C:16](=[O:25])[C:17]1[CH:22]=[CH:21][C:20]([N:10]2[CH2:11][CH2:12][N:8]([C:3]3[CH:4]=[N:5][CH:6]=[CH:7][C:2]=3[CH3:1])[C:9]2=[O:13])=[CH:19][C:18]=1[F:24]. The catalyst class is: 246.